Dataset: Full USPTO retrosynthesis dataset with 1.9M reactions from patents (1976-2016). Task: Predict the reactants needed to synthesize the given product. (1) Given the product [C:2]([O:6][NH:7][C:18](=[O:24])[CH2:19][C:20]([O:22][CH3:23])=[O:21])([CH3:5])([CH3:4])[CH3:3], predict the reactants needed to synthesize it. The reactants are: Cl.[C:2]([O:6][NH2:7])([CH3:5])([CH3:4])[CH3:3].CCN(C(C)C)C(C)C.Cl[C:18](=[O:24])[CH2:19][C:20]([O:22][CH3:23])=[O:21]. (2) Given the product [CH3:10][C:11]1[N:16]([C:17]2[CH:22]=[CH:21][CH:20]=[C:19]([C:23]([F:26])([F:25])[F:24])[CH:18]=2)[C:15](=[O:27])[N:14]([CH2:28][CH2:29][CH3:30])[C:13](=[O:31])[C:12]=1[N+:6]([O-:9])=[O:7], predict the reactants needed to synthesize it. The reactants are: S(=O)(=O)(O)O.[N+:6]([O-:9])(O)=[O:7].[CH3:10][C:11]1[N:16]([C:17]2[CH:22]=[CH:21][CH:20]=[C:19]([C:23]([F:26])([F:25])[F:24])[CH:18]=2)[C:15](=[O:27])[N:14]([CH2:28][CH2:29][CH3:30])[C:13](=[O:31])[CH:12]=1.